Dataset: Full USPTO retrosynthesis dataset with 1.9M reactions from patents (1976-2016). Task: Predict the reactants needed to synthesize the given product. (1) Given the product [F:30][C:26]1[CH:25]=[C:24]([CH:29]=[CH:28][CH:27]=1)[CH2:23][N:18]1[C:19]2[C:15](=[C:14]([N:11]3[CH2:10][CH2:9][NH:8][CH2:13][CH2:12]3)[CH:22]=[CH:21][CH:20]=2)[CH2:16][C:17]1=[O:31], predict the reactants needed to synthesize it. The reactants are: C(OC([N:8]1[CH2:13][CH2:12][N:11]([C:14]2[CH:22]=[CH:21][CH:20]=[C:19]3[C:15]=2[CH2:16][C:17](=[O:31])[N:18]3[CH2:23][C:24]2[CH:29]=[CH:28][CH:27]=[C:26]([F:30])[CH:25]=2)[CH2:10][CH2:9]1)=O)(C)(C)C.Cl.CCO.C(OCC)C. (2) Given the product [F:1][C:2]1[CH:7]=[C:6]([F:8])[CH:5]=[CH:4][C:3]=1[C:9]1[N:13]([CH2:14][CH2:15][NH:16][C:39]([NH:38][CH:36]2[CH2:37][CH:35]2[C:29]2[CH:34]=[CH:33][CH:32]=[CH:31][CH:30]=2)=[O:40])[N:12]=[CH:11][C:10]=1[C:17]1[CH:18]=[CH:19][C:20]2[N:21]([C:23]([CH:26]([CH3:28])[CH3:27])=[N:24][N:25]=2)[N:22]=1, predict the reactants needed to synthesize it. The reactants are: [F:1][C:2]1[CH:7]=[C:6]([F:8])[CH:5]=[CH:4][C:3]=1[C:9]1[N:13]([CH2:14][CH2:15][NH2:16])[N:12]=[CH:11][C:10]=1[C:17]1[CH:18]=[CH:19][C:20]2[N:21]([C:23]([CH:26]([CH3:28])[CH3:27])=[N:24][N:25]=2)[N:22]=1.[C:29]1([C@@H:35]2[CH2:37][C@H:36]2[N:38]=[C:39]=[O:40])[CH:34]=[CH:33][CH:32]=[CH:31][CH:30]=1. (3) Given the product [Cl:1][C:2]1[CH:7]=[C:6]([C:8]#[C:9][C:10]2[N:11]=[C:12]([CH3:15])[N:13]([C:20]3[CH:21]=[CH:22][C:17]([F:16])=[C:18]([CH3:26])[CH:19]=3)[CH:14]=2)[CH:5]=[CH:4][N:3]=1, predict the reactants needed to synthesize it. The reactants are: [Cl:1][C:2]1[CH:7]=[C:6]([C:8]#[C:9][C:10]2[N:11]=[C:12]([CH3:15])[NH:13][CH:14]=2)[CH:5]=[CH:4][N:3]=1.[F:16][C:17]1[CH:22]=[CH:21][C:20](B(O)O)=[CH:19][C:18]=1[CH3:26].